From a dataset of NCI-60 drug combinations with 297,098 pairs across 59 cell lines. Regression. Given two drug SMILES strings and cell line genomic features, predict the synergy score measuring deviation from expected non-interaction effect. Synergy scores: CSS=10.1, Synergy_ZIP=-2.50, Synergy_Bliss=-1.79, Synergy_Loewe=-12.2, Synergy_HSA=-2.78. Drug 1: CNC(=O)C1=NC=CC(=C1)OC2=CC=C(C=C2)NC(=O)NC3=CC(=C(C=C3)Cl)C(F)(F)F. Cell line: SK-MEL-5. Drug 2: C1CN(CCN1C(=O)CCBr)C(=O)CCBr.